From a dataset of Full USPTO retrosynthesis dataset with 1.9M reactions from patents (1976-2016). Predict the reactants needed to synthesize the given product. (1) Given the product [OH:55][C:48]1[C:49]2[NH:50][C:51](=[O:54])[S:52][C:53]=2[C:45]([C@@H:43]([OH:44])[CH2:42][NH:41][CH2:27][CH2:26][NH:13][CH2:14][CH2:15][CH2:16][O:17][CH2:18][CH2:19][C:20]2[CH:21]=[CH:22][CH:23]=[CH:24][CH:25]=2)=[CH:46][CH:47]=1, predict the reactants needed to synthesize it. The reactants are: C(Cl)(=O)C(Cl)=O.C(OC(=O)[N:13]([CH2:26][CH2:27]O)[CH2:14][CH2:15][CH2:16][O:17][CH2:18][CH2:19][C:20]1[CH:25]=[CH:24][CH:23]=[CH:22][CH:21]=1)(C)(C)C.P([O-])([O-])([O-])=O.C([BH3-])#N.[Na+].N.Cl.[NH2:41][CH2:42][C@@H:43]([C:45]1[C:53]2[S:52][C:51](=[O:54])[NH:50][C:49]=2[C:48]([OH:55])=[CH:47][CH:46]=1)[OH:44]. (2) Given the product [NH2:25][C:26]1[C:27]([C:40]([NH:1][C:2]2[CH:3]=[N:4][CH:5]=[CH:6][C:7]=2[N:8]2[CH2:13][CH2:12][C@@H:11]3[O:14][C:15](=[O:24])[N:16]([C:17]([O:19][C:20]([CH3:21])([CH3:23])[CH3:22])=[O:18])[C@@H:10]3[CH2:9]2)=[O:41])=[N:28][C:29]([C:32]2[C:33]([F:39])=[CH:34][CH:35]=[CH:36][C:37]=2[F:38])=[CH:30][CH:31]=1, predict the reactants needed to synthesize it. The reactants are: [NH2:1][C:2]1[CH:3]=[N:4][CH:5]=[CH:6][C:7]=1[N:8]1[CH2:13][CH2:12][C@@H:11]2[O:14][C:15](=[O:24])[N:16]([C:17]([O:19][C:20]([CH3:23])([CH3:22])[CH3:21])=[O:18])[C@@H:10]2[CH2:9]1.[NH2:25][C:26]1[C:27]([C:40](O)=[O:41])=[N:28][C:29]([C:32]2[C:37]([F:38])=[CH:36][CH:35]=[CH:34][C:33]=2[F:39])=[CH:30][CH:31]=1.C(Cl)CCl.C1C=NC2N(O)N=NC=2C=1. (3) Given the product [Cl:1][C:2]1[CH:3]=[C:4]([C:9]2[CH:14]=[CH:13][C:12]([CH2:15][C@@H:16]([NH:20][C:21]([C:23]3[CH:24]=[C:25]([C:31]4[CH:32]=[CH:33][C:34]([C:37]([F:40])([F:38])[F:39])=[CH:35][CH:36]=4)[CH:26]=[CH:27][C:28]=3[O:29][CH3:30])=[O:22])[C:17](=[O:19])[N:43]([O:44][CH3:45])[CH3:42])=[CH:11][CH:10]=2)[CH:5]=[CH:6][C:7]=1[F:8], predict the reactants needed to synthesize it. The reactants are: [Cl:1][C:2]1[CH:3]=[C:4]([C:9]2[CH:14]=[CH:13][C:12]([CH2:15][C@@H:16]([NH:20][C:21]([C:23]3[CH:24]=[C:25]([C:31]4[CH:36]=[CH:35][C:34]([C:37]([F:40])([F:39])[F:38])=[CH:33][CH:32]=4)[CH:26]=[CH:27][C:28]=3[O:29][CH3:30])=[O:22])[C:17]([OH:19])=O)=[CH:11][CH:10]=2)[CH:5]=[CH:6][C:7]=1[F:8].Cl.[CH3:42][NH:43][O:44][CH3:45]. (4) Given the product [F:10][C:9]([F:11])([F:12])[C:7]1[CH:6]=[C:5]([C@H:13]([N:15]([CH3:47])[C:16]([N:18]2[CH2:38][CH2:37][C@:21]3([NH:25][C@:24]([CH3:51])([C:33]([O:35][CH3:36])=[O:34])[CH2:23][CH2:22]3)[CH2:20][C@@H:19]2[C:39]2[CH:44]=[CH:43][C:42]([F:45])=[CH:41][C:40]=2[CH3:46])=[O:17])[CH3:14])[CH:4]=[C:3]([C:2]([F:1])([F:49])[F:48])[CH:8]=1, predict the reactants needed to synthesize it. The reactants are: [F:1][C:2]([F:49])([F:48])[C:3]1[CH:4]=[C:5]([C@H:13]([N:15]([CH3:47])[C:16]([N:18]2[CH2:38][CH2:37][C@:21]3([N:25](C(OC(C)(C)C)=O)[C@H:24]([C:33]([O:35][CH3:36])=[O:34])[CH2:23][CH2:22]3)[CH2:20][C@@H:19]2[C:39]2[CH:44]=[CH:43][C:42]([F:45])=[CH:41][C:40]=2[CH3:46])=[O:17])[CH3:14])[CH:6]=[C:7]([C:9]([F:12])([F:11])[F:10])[CH:8]=1.[Li+].[CH3:51][Si]([N-][Si](C)(C)C)(C)C.IC.C(O)(C(F)(F)F)=O. (5) Given the product [F:15][C:12]([F:13])([F:14])[C:9]1([C:5]2[CH:4]=[C:3]([OH:2])[CH:8]=[CH:7][CH:6]=2)[N:10]=[N:11]1, predict the reactants needed to synthesize it. The reactants are: C[O:2][C:3]1[CH:4]=[C:5]([C:9]2([C:12]([F:15])([F:14])[F:13])[N:11]=[N:10]2)[CH:6]=[CH:7][CH:8]=1.B(Br)(Br)Br.O. (6) The reactants are: [C:1]([O:7][CH2:8][CH3:9])(=[O:6])[CH2:2][C:3]([OH:5])=O.N1C=CC=CC=1C1C=CC=CN=1.[Li]CCCC.[CH3:27][C:28](C)([CH:32]=[CH2:33])[C:29](Cl)=O. Given the product [CH2:8]([O:7][C:1](=[O:6])[CH2:2][C:3](=[O:5])[C:28]([CH3:29])([CH3:27])[CH:32]=[CH2:33])[CH3:9], predict the reactants needed to synthesize it. (7) Given the product [CH3:27][O:28][CH2:29][C:30]1[NH:20][C:18](=[O:19])[C:3]2[CH:4]=[CH:5][C:6]([C:8]3[C:13]([C:14]([F:17])([F:16])[F:15])=[CH:12][CH:11]=[CH:10][N:9]=3)=[N:7][C:2]=2[N:1]=1, predict the reactants needed to synthesize it. The reactants are: [NH2:1][C:2]1[N:7]=[C:6]([C:8]2[C:13]([C:14]([F:17])([F:16])[F:15])=[CH:12][CH:11]=[CH:10][N:9]=2)[CH:5]=[CH:4][C:3]=1[C:18]([NH2:20])=[O:19].N1C=CC=CC=1.[CH3:27][O:28][CH2:29][C:30](Cl)=O.[OH-].[Na+].